This data is from Reaction yield outcomes from USPTO patents with 853,638 reactions. The task is: Predict the reaction yield, written as a fraction of the theoretical maximum amount of product (1.0 means a 100% yield; for example, 0.34 means a 34% yield). (1) The reactants are [NH2:1][C:2]1[N:7]=[N:6][C:5]([CH2:8][CH2:9][CH2:10][CH2:11][N:12]2[CH:16]=[C:15]([C:17]([NH:19][CH3:20])=[O:18])[N:14]=[N:13]2)=[CH:4][CH:3]=1.N1C=CC=CC=1.[C:27](Cl)(=[O:35])[O:28][CH:29]1[CH2:34][CH2:33][CH2:32][CH2:31][CH2:30]1. The catalyst is C1COCC1. The product is [CH:29]1([O:28][C:27](=[O:35])[NH:1][C:2]2[N:7]=[N:6][C:5]([CH2:8][CH2:9][CH2:10][CH2:11][N:12]3[CH:16]=[C:15]([C:17](=[O:18])[NH:19][CH3:20])[N:14]=[N:13]3)=[CH:4][CH:3]=2)[CH2:34][CH2:33][CH2:32][CH2:31][CH2:30]1. The yield is 0.160. (2) The reactants are [CH3:1][S:2][CH:3]([C:5]1[CH:6]=[CH:7][C:8]([C:11]([Cl:14])([Cl:13])[Cl:12])=[N:9][CH:10]=1)[CH3:4].[N:15]#[C:16][NH2:17].C(O)(=O)C.C(O)(=O)C.IC1C=CC=CC=1. The catalyst is C1COCC1. The product is [CH3:1][S:2]([CH:3]([C:5]1[CH:10]=[N:9][C:8]([C:11]([Cl:14])([Cl:13])[Cl:12])=[CH:7][CH:6]=1)[CH3:4])=[N:17][C:16]#[N:15]. The yield is 0.400. (3) The reactants are Br[C:2]1[CH:3]=[CH:4][C:5]([C:8]2[CH:13]=[CH:12][CH:11]=[CH:10][CH:9]=2)=[N:6][CH:7]=1.[Li]CCCC.Cl[Si:20]([CH:27]([CH3:29])[CH3:28])([CH:24]([CH3:26])[CH3:25])[CH:21]([CH3:23])[CH3:22]. The catalyst is C1COCC1. The product is [C:8]1([C:5]2[CH:4]=[CH:3][C:2]([Si:20]([CH:27]([CH3:29])[CH3:28])([CH:24]([CH3:26])[CH3:25])[CH:21]([CH3:23])[CH3:22])=[CH:7][N:6]=2)[CH:13]=[CH:12][CH:11]=[CH:10][CH:9]=1. The yield is 0.540.